From a dataset of Forward reaction prediction with 1.9M reactions from USPTO patents (1976-2016). Predict the product of the given reaction. The product is: [NH2:8][C:7]1[C:2]([OH:1])=[CH:3][C:4]([O:11][CH2:12][C@@H:13]([NH:15][C:16](=[O:22])[O:17][C:18]([CH3:20])([CH3:19])[CH3:21])[CH3:14])=[N:5][CH:6]=1. Given the reactants [OH:1][C:2]1[C:7]([N+:8]([O-])=O)=[CH:6][N:5]=[C:4]([O:11][CH2:12][C@@H:13]([NH:15][C:16](=[O:22])[O:17][C:18]([CH3:21])([CH3:20])[CH3:19])[CH3:14])[CH:3]=1, predict the reaction product.